The task is: Predict which catalyst facilitates the given reaction.. This data is from Catalyst prediction with 721,799 reactions and 888 catalyst types from USPTO. (1) Reactant: [CH3:1][N:2]1[C:14]2[C:13]3[CH:12]=[C:11]([O:15][CH2:16][C:17]([O:19]CC)=[O:18])[CH:10]=[CH:9][C:8]=3[N:7]=[CH:6][C:5]=2[N:4]=[C:3]1[CH3:22].[OH-].[K+].CO. Product: [CH3:1][N:2]1[C:14]2[C:13]3[CH:12]=[C:11]([O:15][CH2:16][C:17]([OH:19])=[O:18])[CH:10]=[CH:9][C:8]=3[N:7]=[CH:6][C:5]=2[N:4]=[C:3]1[CH3:22]. The catalyst class is: 6. (2) Reactant: [NH2:1][N:2]1[CH2:7][CH2:6][N:5]([CH2:8][CH2:9][OH:10])[CH2:4][CH2:3]1.[CH3:11][C:12]([O:15][C:16](O[C:16]([O:15][C:12]([CH3:14])([CH3:13])[CH3:11])=[O:17])=[O:17])([CH3:14])[CH3:13].C1COCC1.[Li+].[OH-]. Product: [C:12]([O:15][C:16]([NH:1][N:2]1[CH2:7][CH2:6][N:5]([CH2:8][CH2:9][OH:10])[CH2:4][CH2:3]1)=[O:17])([CH3:14])([CH3:13])[CH3:11]. The catalyst class is: 6. (3) Reactant: CN(C(ON1N=NC2C=CC=NC1=2)=[N+](C)C)C.F[P-](F)(F)(F)(F)F.Cl.[F:26][C:27]1[CH:28]=[C:29]([NH:40][C:41]([C@H:43]2[C:52]3[C:47](=[CH:48][C:49]([O:53][CH3:54])=[CH:50][CH:51]=3)[CH2:46][CH2:45][NH:44]2)=[O:42])[CH:30]=[C:31]([F:39])[C:32]=1[C:33]([CH3:38])([CH3:37])[CH2:34][O:35][CH3:36].[C:55]([O:59][C:60](=[O:69])[CH2:61][C@@H:62]1[CH2:65][C@H:64]([C:66](O)=[O:67])[CH2:63]1)([CH3:58])([CH3:57])[CH3:56].CCN(C(C)C)C(C)C. Product: [F:26][C:27]1[CH:28]=[C:29]([NH:40][C:41]([C@H:43]2[C:52]3[C:47](=[CH:48][C:49]([O:53][CH3:54])=[CH:50][CH:51]=3)[CH2:46][CH2:45][N:44]2[C:66]([C@@H:64]2[CH2:63][C@H:62]([CH2:61][C:60]([O:59][C:55]([CH3:58])([CH3:57])[CH3:56])=[O:69])[CH2:65]2)=[O:67])=[O:42])[CH:30]=[C:31]([F:39])[C:32]=1[C:33]([CH3:37])([CH3:38])[CH2:34][O:35][CH3:36]. The catalyst class is: 18.